From a dataset of Catalyst prediction with 721,799 reactions and 888 catalyst types from USPTO. Predict which catalyst facilitates the given reaction. (1) Reactant: [OH-].[Li+].[Br:3][C:4]1[CH:9]=[CH:8][C:7]([N:10]2[CH2:15][CH2:14][CH2:13][C@H:12]([NH:16][C:17](=[O:24])[CH2:18][C:19]([O:21]CC)=[O:20])[CH2:11]2)=[C:6]([F:25])[CH:5]=1. The catalyst class is: 132. Product: [Br:3][C:4]1[CH:9]=[CH:8][C:7]([N:10]2[CH2:15][CH2:14][CH2:13][C@H:12]([NH:16][C:17](=[O:24])[CH2:18][C:19]([OH:21])=[O:20])[CH2:11]2)=[C:6]([F:25])[CH:5]=1. (2) Reactant: [CH:1]([O:4][C:5]([C:22]1[CH:27]=[CH:26][N:25]=[CH:24][CH:23]=1)=[CH:6][N:7]1[C:15]2[CH:14]=[CH:13][C:12]([CH3:16])=[CH:11][C:10]=2[C:9]2[CH2:17][N:18]([CH3:21])[CH2:19][CH2:20][C:8]1=2)([CH3:3])[CH3:2]. Product: [CH:1]([O:4][CH:5]([C:22]1[CH:23]=[CH:24][N:25]=[CH:26][CH:27]=1)[CH2:6][N:7]1[C:15]2[CH:14]=[CH:13][C:12]([CH3:16])=[CH:11][C:10]=2[C:9]2[CH2:17][N:18]([CH3:21])[CH2:19][CH2:20][C:8]1=2)([CH3:3])[CH3:2]. The catalyst class is: 19. (3) Reactant: [CH:1]1([C:7]2[C:15]3[S:14][C:13]([NH2:16])=[N:12][C:11]=3[C:10]([O:17][CH3:18])=[CH:9][CH:8]=2)[CH2:6][CH2:5][CH2:4][CH2:3][CH2:2]1.C(N(C(C)C)C(C)C)C.[F:28][C:29]1[CH:37]=[CH:36][C:32]([C:33](Cl)=[O:34])=[CH:31][CH:30]=1. Product: [CH:1]1([C:7]2[C:15]3[S:14][C:13]([NH:16][C:33](=[O:34])[C:32]4[CH:36]=[CH:37][C:29]([F:28])=[CH:30][CH:31]=4)=[N:12][C:11]=3[C:10]([O:17][CH3:18])=[CH:9][CH:8]=2)[CH2:2][CH2:3][CH2:4][CH2:5][CH2:6]1. The catalyst class is: 1. (4) Reactant: [F:1][C:2]1[CH:7]=[CH:6][C:5]([C:8]2[NH:12][N:11]=[C:10]([C:13]3[CH:18]=[CH:17][C:16]([C@@H:19]4[O:24][CH2:23][CH2:22][N:21](C(OC(C)(C)C)=O)[CH2:20]4)=[CH:15][CH:14]=3)[N:9]=2)=[CH:4][CH:3]=1.[ClH:32].CCOCC. Product: [ClH:32].[F:1][C:2]1[CH:7]=[CH:6][C:5]([C:8]2[NH:12][N:11]=[C:10]([C:13]3[CH:14]=[CH:15][C:16]([C@@H:19]4[O:24][CH2:23][CH2:22][NH:21][CH2:20]4)=[CH:17][CH:18]=3)[N:9]=2)=[CH:4][CH:3]=1. The catalyst class is: 12.